From a dataset of Peptide-MHC class I binding affinity with 185,985 pairs from IEDB/IMGT. Regression. Given a peptide amino acid sequence and an MHC pseudo amino acid sequence, predict their binding affinity value. This is MHC class I binding data. The peptide sequence is YYSNKAYQY. The MHC is HLA-A80:01 with pseudo-sequence HLA-A80:01. The binding affinity (normalized) is 0.452.